This data is from Forward reaction prediction with 1.9M reactions from USPTO patents (1976-2016). The task is: Predict the product of the given reaction. Given the reactants [NH:1]1[CH:5]=[CH:4][N:3]=[N:2]1.C(=O)([O-])[O-].[K+].[K+].[I-].[K+].Br[CH2:15][CH2:16][CH2:17][OH:18], predict the reaction product. The product is: [N:1]1([CH2:15][CH2:16][CH2:17][OH:18])[CH:5]=[CH:4][N:3]=[N:2]1.